The task is: Regression. Given a peptide amino acid sequence and an MHC pseudo amino acid sequence, predict their binding affinity value. This is MHC class II binding data.. This data is from Peptide-MHC class II binding affinity with 134,281 pairs from IEDB. (1) The peptide sequence is QKRTLSLLQYARYPI. The MHC is DRB1_0802 with pseudo-sequence DRB1_0802. The binding affinity (normalized) is 0.543. (2) The peptide sequence is TVTVFKIPKKASEGA. The MHC is HLA-DPA10301-DPB10402 with pseudo-sequence HLA-DPA10301-DPB10402. The binding affinity (normalized) is 0.512. (3) The peptide sequence is APSGRIVMELYADVV. The MHC is HLA-DQA10101-DQB10501 with pseudo-sequence HLA-DQA10101-DQB10501. The binding affinity (normalized) is 0.407.